This data is from Reaction yield outcomes from USPTO patents with 853,638 reactions. The task is: Predict the reaction yield, written as a fraction of the theoretical maximum amount of product (1.0 means a 100% yield; for example, 0.34 means a 34% yield). (1) The reactants are CN(C(ON1N=NC2C=CC=CC1=2)=[N+](C)C)C.[B-](F)(F)(F)F.C(N(CC)CC)C.Cl.[CH3:31][C:32]1[NH:36][CH:35]=[N:34][C:33]=1[CH2:37][CH2:38][C:39]([OH:41])=O.[NH2:42][C@H:43]([CH2:62][C:63]1[CH:68]=[CH:67][C:66]([O:69][CH3:70])=[CH:65][CH:64]=1)[C:44]([N:46]1[CH2:49][C:48]([O:57][CH2:58][C:59]#[C:60][CH3:61])([C:50]2[CH:55]=[CH:54][CH:53]=[CH:52][C:51]=2[CH3:56])[CH2:47]1)=[O:45].[OH-].[Na+]. The catalyst is CN(C)C=O. The product is [CH2:58]([O:57][C:48]1([C:50]2[CH:55]=[CH:54][CH:53]=[CH:52][C:51]=2[CH3:56])[CH2:49][N:46]([C:44](=[O:45])[C@H:43]([NH:42][C:39](=[O:41])[CH2:38][CH2:37][C:33]2[N:34]=[CH:35][NH:36][C:32]=2[CH3:31])[CH2:62][C:63]2[CH:68]=[CH:67][C:66]([O:69][CH3:70])=[CH:65][CH:64]=2)[CH2:47]1)[C:59]#[C:60][CH3:61]. The yield is 0.0900. (2) The reactants are [F:1][C:2]1[C:3]([C:13]([O:15][CH3:16])=[O:14])=[CH:4][C:5]([I:12])=[C:6]([CH2:8][C:9]([OH:11])=O)[CH:7]=1.[CH:17]([N:30]1[CH2:35][CH2:34][NH:33][CH2:32][CH2:31]1)([C:24]1[CH:29]=[CH:28][CH:27]=[CH:26][CH:25]=1)[C:18]1[CH:23]=[CH:22][CH:21]=[CH:20][CH:19]=1.Cl.CN(C)CCCN=C=NCC.N1C2C=CC=C(O)C=2N=N1.C(N(CC)CC)C. The catalyst is C(Cl)Cl. The product is [CH:17]([N:30]1[CH2:35][CH2:34][N:33]([C:9](=[O:11])[CH2:8][C:6]2[C:5]([I:12])=[CH:4][C:3]([C:13]([O:15][CH3:16])=[O:14])=[C:2]([F:1])[CH:7]=2)[CH2:32][CH2:31]1)([C:24]1[CH:29]=[CH:28][CH:27]=[CH:26][CH:25]=1)[C:18]1[CH:23]=[CH:22][CH:21]=[CH:20][CH:19]=1. The yield is 0.410. (3) The reactants are C1([CH:7]([C:16]2[CH:21]=[CH:20][CH:19]=[CH:18][CH:17]=2)[C@H:8]([O:12][CH2:13][CH:14]=C)[CH2:9][CH:10]=C)C=CC=CC=1. The catalyst is Cl[Ru](=CC1C=CC=CC=1)([P](C1CCCCC1)(C1CCCCC1)C1CCCCC1)([P](C1CCCCC1)(C1CCCCC1)C1CCCCC1)Cl. The product is [CH:7]([C@H:8]1[CH2:9][CH:10]=[CH:14][CH2:13][O:12]1)([C:16]1[CH:21]=[CH:20][CH:19]=[CH:18][CH:17]=1)[C:16]1[CH:17]=[CH:18][CH:19]=[CH:20][CH:21]=1. The yield is 0.890. (4) The reactants are [N+:1]([C:4]1[CH:9]=[CH:8][C:7]([C:10]2[O:11][C:12]3[CH:13]=[N:14][CH:15]=[CH:16][C:17]=3[N:18]=2)=[CH:6][CH:5]=1)([O-])=O.[NH4+].[Cl-].O. The catalyst is [Fe].CO. The product is [N:18]1[C:17]2[CH:16]=[CH:15][N:14]=[CH:13][C:12]=2[O:11][C:10]=1[C:7]1[CH:6]=[CH:5][C:4]([NH2:1])=[CH:9][CH:8]=1. The yield is 0.640. (5) The reactants are [O:1]=[C:2]1[C:7]2[CH:8]=[CH:9][O:10][C:6]=2[C:5]([CH2:11][C:12](OC)=O)=[CH:4][NH:3]1.[C-]#[N:17].[Na+].CS(C)=O. The catalyst is C(OCC)(=O)C. The product is [O:1]=[C:2]1[C:7]2[CH:8]=[CH:9][O:10][C:6]=2[C:5]([CH2:11][C:12]#[N:17])=[CH:4][NH:3]1. The yield is 0.630. (6) The reactants are C(=O)([O-])[O-].[K+].[K+].Cl.O.[NH:9]1[CH2:14][CH2:13][C:12](=[O:15])[CH2:11][CH2:10]1.[CH3:16][S:17](Cl)(=[O:19])=[O:18]. The catalyst is C(Cl)(Cl)Cl.O. The product is [CH3:16][S:17]([N:9]1[CH2:14][CH2:13][C:12](=[O:15])[CH2:11][CH2:10]1)(=[O:19])=[O:18]. The yield is 0.870.